From a dataset of Forward reaction prediction with 1.9M reactions from USPTO patents (1976-2016). Predict the product of the given reaction. (1) Given the reactants [C:1]1([CH:7]([CH3:9])[CH3:8])[CH:6]=[CH:5][CH:4]=[CH:3][CH:2]=1.[C:10]1(=[O:16])[O:15][C:13](=[O:14])[CH:12]=[CH:11]1, predict the reaction product. The product is: [C:1]1([CH:7]([CH3:9])[CH3:8])[CH:6]=[CH:5][CH:4]=[CH:3][CH:2]=1.[C:13]1(=[O:14])[O:15][C:10](=[O:16])[CH:11]=[CH:12]1. (2) Given the reactants Cl[C:2]1[CH:3]=[C:4]([C:20]([F:23])([F:22])[F:21])[C:5]2[CH:6]=[CH:7][C:8]3[N:9]([CH:12]=[C:13]([C:15]4[O:16][CH:17]=[N:18][N:19]=4)[N:14]=3)[C:10]=2[N:11]=1.[O:24]1[CH:28]=[CH:27][C:26](B(O)O)=[CH:25]1.[O-]P([O-])([O-])=O.[K+].[K+].[K+], predict the reaction product. The product is: [O:24]1[CH:28]=[CH:27][C:26]([C:2]2[CH:3]=[C:4]([C:20]([F:23])([F:22])[F:21])[C:5]3[CH:6]=[CH:7][C:8]4[N:9]([CH:12]=[C:13]([C:15]5[O:16][CH:17]=[N:18][N:19]=5)[N:14]=4)[C:10]=3[N:11]=2)=[CH:25]1. (3) The product is: [CH:1]([N:4]1[C:8]([C:9]2[N:10]=[C:11]3[C:17]4[CH:18]=[CH:19][C:20]([C:22]([NH:29][O:27][CH3:28])=[O:24])=[CH:21][C:16]=4[O:15][CH2:14][CH2:13][N:12]3[CH:25]=2)=[N:7][CH:6]=[N:5]1)([CH3:3])[CH3:2]. Given the reactants [CH:1]([N:4]1[C:8]([C:9]2[N:10]=[C:11]3[C:17]4[CH:18]=[CH:19][C:20]([C:22]([OH:24])=O)=[CH:21][C:16]=4[O:15][CH2:14][CH2:13][N:12]3[CH:25]=2)=[N:7][CH:6]=[N:5]1)([CH3:3])[CH3:2].Cl.[O:27]([NH2:29])[CH3:28], predict the reaction product. (4) Given the reactants C[O:2][C:3]1[CH:8]=[C:7]([CH2:9][C:10]2[C:11](=[O:17])[NH:12][C:13](=[S:16])[NH:14][CH:15]=2)[CH:6]=[CH:5][N:4]=1.Cl, predict the reaction product. The product is: [O:2]=[C:3]1[CH:8]=[C:7]([CH2:9][C:10]2[C:11](=[O:17])[NH:12][C:13](=[S:16])[NH:14][CH:15]=2)[CH:6]=[CH:5][NH:4]1. (5) Given the reactants Cl.[NH2:2][CH2:3][CH2:4][NH:5][C:6](=[O:16])[C:7]1[CH:12]=[CH:11][C:10]([O:13][CH2:14][CH3:15])=[CH:9][CH:8]=1.[C:17]1([N:23]2[C:27]([C:28]([F:31])([F:30])[F:29])=[C:26]([C:32](O)=[O:33])[CH:25]=[N:24]2)[CH:22]=[CH:21][CH:20]=[CH:19][CH:18]=1.CCN=C=NCCCN(C)C.Cl.C1C=CC2N(O)N=NC=2C=1.O.C(N(CC)CC)C.Cl, predict the reaction product. The product is: [CH2:14]([O:13][C:10]1[CH:11]=[CH:12][C:7]([C:6]([NH:5][CH2:4][CH2:3][NH:2][C:32]([C:26]2[CH:25]=[N:24][N:23]([C:17]3[CH:22]=[CH:21][CH:20]=[CH:19][CH:18]=3)[C:27]=2[C:28]([F:30])([F:31])[F:29])=[O:33])=[O:16])=[CH:8][CH:9]=1)[CH3:15].